Dataset: Full USPTO retrosynthesis dataset with 1.9M reactions from patents (1976-2016). Task: Predict the reactants needed to synthesize the given product. (1) Given the product [CH3:19][N:14]1[C:13]2[CH2:12][CH2:11][CH2:10][C:9](=[O:8])[C:17]=2[N:16]=[C:15]1[CH3:18], predict the reactants needed to synthesize it. The reactants are: C([O:8][C:9]1[C:17]2[N:16]=[C:15]([CH3:18])[N:14]([CH3:19])[C:13]=2[CH:12]=[CH:11][CH:10]=1)C1C=CC=CC=1.[H][H]. (2) Given the product [F:20][C:4]([F:3])([F:19])[C@:5]([C:12]1[CH:17]=[CH:16][C:15]([F:18])=[CH:14][CH:13]=1)([OH:11])[C:6]([OH:8])=[O:7], predict the reactants needed to synthesize it. The reactants are: [OH-].[Na+].[F:3][C:4]([F:20])([F:19])[C@:5]([C:12]1[CH:17]=[CH:16][C:15]([F:18])=[CH:14][CH:13]=1)([OH:11])[C:6]([O:8]CC)=[O:7].Cl.